From a dataset of Full USPTO retrosynthesis dataset with 1.9M reactions from patents (1976-2016). Predict the reactants needed to synthesize the given product. (1) Given the product [F:34][CH:32]([F:33])[C:24]1[N:23]([C:13]2[N:14]=[C:15]([N:17]3[CH2:18][CH2:19][O:20][CH2:21][CH2:22]3)[N:16]=[C:11]([S:7][C:1]3[CH:6]=[CH:5][CH:4]=[CH:3][CH:2]=3)[N:12]=2)[C:27]2[CH:28]=[CH:29][CH:30]=[CH:31][C:26]=2[N:25]=1, predict the reactants needed to synthesize it. The reactants are: [C:1]1([SH:7])[CH:6]=[CH:5][CH:4]=[CH:3][CH:2]=1.[OH-].[Na+].Cl[C:11]1[N:16]=[C:15]([N:17]2[CH2:22][CH2:21][O:20][CH2:19][CH2:18]2)[N:14]=[C:13]([N:23]2[C:27]3[CH:28]=[CH:29][CH:30]=[CH:31][C:26]=3[N:25]=[C:24]2[CH:32]([F:34])[F:33])[N:12]=1.COCCOCCN(CCOCCOC)CCOCCOC. (2) Given the product [O:13]1[CH:14]=[CH:15][CH:16]=[C:12]1[C:10]1[N:11]=[C:2]2[N:30]([CH2:29][C:28]3[CH:32]=[CH:33][C:25]([O:24][CH3:23])=[CH:26][CH:27]=3)[NH:31][C:4](=[O:6])[C:3]2=[CH:8][C:9]=1[C:17]1[CH:22]=[CH:21][N:20]=[CH:19][N:18]=1, predict the reactants needed to synthesize it. The reactants are: Cl[C:2]1[N:11]=[C:10]([C:12]2[O:13][CH:14]=[CH:15][CH:16]=2)[C:9]([C:17]2[CH:22]=[CH:21][N:20]=[CH:19][N:18]=2)=[CH:8][C:3]=1[C:4]([O:6]C)=O.[CH3:23][O:24][C:25]1[CH:33]=[CH:32][C:28]([CH2:29][NH:30][NH2:31])=[CH:27][CH:26]=1. (3) Given the product [CH3:2][O:3][C:4]([C@@H:6]1[CH2:13][CH2:12][CH2:11][CH2:10][CH2:9][CH2:8][C@@H:7]1[NH:14][CH2:23][CH2:22][C:21]([CH3:26])([CH3:25])[CH3:20])=[O:5], predict the reactants needed to synthesize it. The reactants are: Cl.[CH3:2][O:3][C:4]([C@@H:6]1[CH2:13][CH2:12][CH2:11][CH2:10][CH2:9][CH2:8][C@@H:7]1[NH2:14])=[O:5].C([O-])(=O)C.[Na+].[CH3:20][C:21]([CH3:26])([CH3:25])[CH2:22][CH:23]=O.C([BH3-])#N.[Na+].C(=O)(O)[O-].[Na+]. (4) Given the product [I:13][C:14]1[CH:15]=[C:16]([NH:17][C:5]([NH:41][C:40]2[CH:42]=[CH:43][C:37]([CH2:36][N:33]3[CH2:32][CH2:31][N:30]([CH3:29])[CH2:35][CH2:34]3)=[C:38]([C:44]([F:47])([F:46])[F:45])[CH:39]=2)=[O:11])[CH:18]=[CH:19][C:20]=1[CH3:21], predict the reactants needed to synthesize it. The reactants are: ClC(Cl)(O[C:5](=[O:11])OC(Cl)(Cl)Cl)Cl.[I:13][C:14]1[CH:15]=[C:16]([CH:18]=[CH:19][C:20]=1[CH3:21])[NH2:17].CCN(CC)CC.[CH3:29][N:30]1[CH2:35][CH2:34][N:33]([CH2:36][C:37]2[CH:43]=[CH:42][C:40]([NH2:41])=[CH:39][C:38]=2[C:44]([F:47])([F:46])[F:45])[CH2:32][CH2:31]1. (5) Given the product [C:5]1([OH:7])[CH:6]=[CH:1][CH:2]=[CH:3][CH:4]=1.[S:49](=[O:50])(=[O:24])([OH:51])[OH:52].[CH:46]1[C:47]([OH:48])=[CH:42][CH:43]=[C:44]([S:49]([OH:52])(=[O:50])=[O:51])[CH:45]=1, predict the reactants needed to synthesize it. The reactants are: [CH:1]1[CH:6]=[C:5]([OH:7])[C:4](S([C:2]2[CH:1]=[CH:6][C:5]([OH:7])=[CH:4][CH:3]=2)(=O)=O)=[CH:3][CH:2]=1.C1C([OH:24])=CC=C(S(C2C=CC(O)=CC=2)(=O)=O)C=1.C1(O)C=CC=CC=1.[CH:42]1[C:47]([OH:48])=[CH:46][CH:45]=[C:44]([S:49]([OH:52])(=[O:51])=[O:50])[CH:43]=1. (6) Given the product [CH3:1][O:2][C:3](=[O:22])[C:4]1[C:9]([N:28]([CH2:25][CH3:26])[CH2:32][CH2:31][OH:35])=[CH:8][C:7]([CH3:11])=[N:6][C:5]=1[O:12][C:13]1[C:18]([CH3:19])=[CH:17][C:16]([CH3:20])=[CH:15][C:14]=1[CH3:21], predict the reactants needed to synthesize it. The reactants are: [CH3:1][O:2][C:3](=[O:22])[C:4]1[C:9](Cl)=[CH:8][C:7]([CH3:11])=[N:6][C:5]=1[O:12][C:13]1[C:18]([CH3:19])=[CH:17][C:16]([CH3:20])=[CH:15][C:14]=1[CH3:21].C([CH:25]([NH2:28])[CH2:26]C)C.CN1CC[CH2:32][C:31]1=[O:35]. (7) Given the product [CH2:18]([CH:6]([CH2:10][CH2:11][C:12]1[CH:17]=[CH:16][CH:15]=[CH:14][CH:13]=1)[C:4]([O:3][CH2:1][CH3:2])=[O:5])[CH2:19][C:20]1[CH:25]=[CH:24][CH:23]=[CH:22][CH:21]=1, predict the reactants needed to synthesize it. The reactants are: [CH2:1]([O:3][C:4]([C:6]([CH2:18][CH2:19][C:20]1[CH:25]=[CH:24][CH:23]=[CH:22][CH:21]=1)([CH2:10][CH2:11][C:12]1[CH:17]=[CH:16][CH:15]=[CH:14][CH:13]=1)C(O)=O)=[O:5])[CH3:2]. (8) Given the product [C:1]([O:5][N:6]=[C:7]([CH2:9][O:10][CH2:11][CH2:12][CH2:13][CH2:14][CH2:15][O:16][S:25]([CH3:24])(=[O:27])=[O:26])[CH3:8])([CH3:4])([CH3:3])[CH3:2], predict the reactants needed to synthesize it. The reactants are: [C:1]([O:5][N:6]=[C:7]([CH2:9][O:10][CH2:11][CH2:12][CH2:13][CH2:14][CH2:15][OH:16])[CH3:8])([CH3:4])([CH3:3])[CH3:2].C(N(CC)CC)C.[CH3:24][S:25](Cl)(=[O:27])=[O:26].Cl.